Dataset: Catalyst prediction with 721,799 reactions and 888 catalyst types from USPTO. Task: Predict which catalyst facilitates the given reaction. (1) Reactant: [F:1][C:2]1[CH:10]=[CH:9][C:5]([C:6]([OH:8])=[O:7])=[CH:4][C:3]=1[N+:11]([O-:13])=[O:12].[C:14](=O)([O-])[O-].[K+].[K+].CI. Product: [CH3:14][O:7][C:6](=[O:8])[C:5]1[CH:9]=[CH:10][C:2]([F:1])=[C:3]([N+:11]([O-:13])=[O:12])[CH:4]=1. The catalyst class is: 3. (2) Reactant: [Cl:1][C:2]1[CH:3]=[C:4]([NH:9][C:10]2[C:19]3[C:14](=[CH:15][CH:16]=[C:17]([NH:20][CH2:21][C:22]([OH:24])=O)[CH:18]=3)[N:13]=[CH:12][C:11]=2[C:25]#[N:26])[CH:5]=[CH:6][C:7]=1[F:8].Cl.[CH3:28][NH:29][CH3:30].CN([P+](ON1N=NC2C=CC=CC1=2)(N(C)C)N(C)C)C.F[P-](F)(F)(F)(F)F.CN1CCOCC1. Product: [Cl:1][C:2]1[CH:3]=[C:4]([NH:9][C:10]2[C:19]3[C:14](=[CH:15][CH:16]=[C:17]([NH:20][CH2:21][C:22]([N:29]([CH3:30])[CH3:28])=[O:24])[CH:18]=3)[N:13]=[CH:12][C:11]=2[C:25]#[N:26])[CH:5]=[CH:6][C:7]=1[F:8]. The catalyst class is: 3. (3) Reactant: N(C(OCC)=O)=NC(OCC)=O.[Cl:13][C:14]1[CH:19]=[CH:18][CH:17]=[C:16]([Cl:20])[C:15]=1[N:21]1[C:30]2[C:25](=[C:26]([C:32]3[CH:37]=[CH:36][CH:35]=[CH:34][C:33]=3[Cl:38])[CH:27]=[C:28]([OH:31])[CH:29]=2)[CH2:24][NH:23][C:22]1=[O:39].C1(P(C2C=CC=CC=2)C2C=CC=CC=2)C=CC=CC=1.O[CH2:60][CH2:61][N:62]1[CH2:67][CH2:66][CH2:65][CH2:64][CH2:63]1. Product: [Cl:13][C:14]1[CH:19]=[CH:18][CH:17]=[C:16]([Cl:20])[C:15]=1[N:21]1[C:30]2[C:25](=[C:26]([C:32]3[CH:37]=[CH:36][CH:35]=[CH:34][C:33]=3[Cl:38])[CH:27]=[C:28]([O:31][CH2:60][CH2:61][N:62]3[CH2:67][CH2:66][CH2:65][CH2:64][CH2:63]3)[CH:29]=2)[CH2:24][NH:23][C:22]1=[O:39]. The catalyst class is: 7.